Dataset: NCI-60 drug combinations with 297,098 pairs across 59 cell lines. Task: Regression. Given two drug SMILES strings and cell line genomic features, predict the synergy score measuring deviation from expected non-interaction effect. (1) Drug 1: CC1C(C(CC(O1)OC2CC(CC3=C2C(=C4C(=C3O)C(=O)C5=C(C4=O)C(=CC=C5)OC)O)(C(=O)CO)O)N)O. Drug 2: C1CC(C1)(C2=CC=C(C=C2)C3=C(C=C4C(=N3)C=CN5C4=NNC5=O)C6=CC=CC=C6)N. Cell line: SK-OV-3. Synergy scores: CSS=62.6, Synergy_ZIP=2.21, Synergy_Bliss=1.12, Synergy_Loewe=2.34, Synergy_HSA=6.67. (2) Drug 1: CS(=O)(=O)C1=CC(=C(C=C1)C(=O)NC2=CC(=C(C=C2)Cl)C3=CC=CC=N3)Cl. Drug 2: CN(C)N=NC1=C(NC=N1)C(=O)N. Cell line: ACHN. Synergy scores: CSS=-2.32, Synergy_ZIP=-4.11, Synergy_Bliss=-9.84, Synergy_Loewe=-18.5, Synergy_HSA=-11.8. (3) Drug 1: C(CN)CNCCSP(=O)(O)O. Drug 2: CC1C(C(CC(O1)OC2CC(CC3=C2C(=C4C(=C3O)C(=O)C5=CC=CC=C5C4=O)O)(C(=O)C)O)N)O. Cell line: SK-OV-3. Synergy scores: CSS=27.2, Synergy_ZIP=2.01, Synergy_Bliss=1.58, Synergy_Loewe=-45.2, Synergy_HSA=0.232. (4) Drug 1: C1CN1P(=S)(N2CC2)N3CC3. Drug 2: C1CNP(=O)(OC1)N(CCCl)CCCl. Cell line: NCI-H522. Synergy scores: CSS=14.9, Synergy_ZIP=-3.77, Synergy_Bliss=-3.05, Synergy_Loewe=-7.63, Synergy_HSA=-1.37.